Task: Predict which catalyst facilitates the given reaction.. Dataset: Catalyst prediction with 721,799 reactions and 888 catalyst types from USPTO Reactant: [Cl:1][C:2]1[CH:7]=[CH:6][CH:5]=[CH:4][C:3]=1[N:8]1[CH2:16][CH2:15][C:10]2([NH:14][CH2:13][CH2:12][CH2:11]2)[C:9]1=[O:17].C(N(CC)C(C)C)(C)C.[F:27][CH:28]([F:40])[O:29][C:30]1[CH:35]=[CH:34][C:33]([S:36](Cl)(=[O:38])=[O:37])=[CH:32][CH:31]=1. Product: [Cl:1][C:2]1[CH:7]=[CH:6][CH:5]=[CH:4][C:3]=1[N:8]1[CH2:16][CH2:15][C:10]2([N:14]([S:36]([C:33]3[CH:32]=[CH:31][C:30]([O:29][CH:28]([F:27])[F:40])=[CH:35][CH:34]=3)(=[O:38])=[O:37])[CH2:13][CH2:12][CH2:11]2)[C:9]1=[O:17]. The catalyst class is: 2.